From a dataset of Peptide-MHC class II binding affinity with 134,281 pairs from IEDB. Regression. Given a peptide amino acid sequence and an MHC pseudo amino acid sequence, predict their binding affinity value. This is MHC class II binding data. (1) The peptide sequence is LDKRQFELYKRTDIV. The MHC is DRB3_0202 with pseudo-sequence DRB3_0202. The binding affinity (normalized) is 0. (2) The peptide sequence is GDTMAEVELREHGSD. The MHC is DRB1_1201 with pseudo-sequence DRB1_1201. The binding affinity (normalized) is 0.0444. (3) The peptide sequence is TSLLISWGHYPLHLR. The MHC is DRB1_0405 with pseudo-sequence DRB1_0405. The binding affinity (normalized) is 0.406. (4) The peptide sequence is YTVFETALKKAITAM. The MHC is HLA-DQA10301-DQB10302 with pseudo-sequence HLA-DQA10301-DQB10302. The binding affinity (normalized) is 0.156. (5) The MHC is DRB1_0802 with pseudo-sequence DRB1_0802. The peptide sequence is PCRAGFETNVSHNVQ. The binding affinity (normalized) is 0.166. (6) The peptide sequence is LLVLAGWLFHVRGAR. The MHC is HLA-DQA10501-DQB10402 with pseudo-sequence HLA-DQA10501-DQB10402. The binding affinity (normalized) is 0.699.